From a dataset of Full USPTO retrosynthesis dataset with 1.9M reactions from patents (1976-2016). Predict the reactants needed to synthesize the given product. (1) Given the product [CH3:1][O:2][C:3]1[CH:4]=[C:5]([NH:15][C:16]2[N:21]=[C:20]([C:22]([OH:24])([CH3:28])[CH3:23])[CH:19]=[C:18]([CH2:25][O:26][CH3:27])[N:17]=2)[CH:6]=[CH:7][C:8]=1[N:9]1[CH:13]=[C:12]([CH3:14])[N:11]=[CH:10]1, predict the reactants needed to synthesize it. The reactants are: [CH3:1][O:2][C:3]1[CH:4]=[C:5]([NH:15][C:16]2[N:21]=[C:20]([C:22](=[O:24])[CH3:23])[CH:19]=[C:18]([CH2:25][O:26][CH3:27])[N:17]=2)[CH:6]=[CH:7][C:8]=1[N:9]1[CH:13]=[C:12]([CH3:14])[N:11]=[CH:10]1.[CH3:28][Mg]Br. (2) Given the product [CH2:23]([NH:30][CH:2]1[CH2:7][CH2:6][N:5]([C:8]([O:10][C:11]([CH3:14])([CH3:13])[CH3:12])=[O:9])[C@@H:4]([C:15]([O:17][CH:18]2[CH2:22][CH2:21][CH2:20][CH2:19]2)=[O:16])[CH2:3]1)[C:24]1[CH:29]=[CH:28][CH:27]=[CH:26][CH:25]=1, predict the reactants needed to synthesize it. The reactants are: O=[C:2]1[CH2:7][CH2:6][N:5]([C:8]([O:10][C:11]([CH3:14])([CH3:13])[CH3:12])=[O:9])[C@@H:4]([C:15]([O:17][CH:18]2[CH2:22][CH2:21][CH2:20][CH2:19]2)=[O:16])[CH2:3]1.[CH2:23]([NH2:30])[C:24]1[CH:29]=[CH:28][CH:27]=[CH:26][CH:25]=1.C(O)(=O)C.C([O-])(O)=O.[Na+]. (3) Given the product [CH3:10][O:11][C:12]([C:14]1[S:33][C:17]2[C:18]3[CH:19]=[CH:20][CH:21]=[C:22]([N:25]([CH2:26][CH:27]4[CH2:32][CH2:31][CH2:30][CH2:29][CH2:28]4)[C:6]([O:8][CH3:9])=[O:7])[C:23]=3[S:24][C:16]=2[C:15]=1[O:34][CH2:35][C:36]([O:38][CH2:39][CH3:40])=[O:37])=[O:13], predict the reactants needed to synthesize it. The reactants are: C(=O)([O-])N.Cl[C:6]([O:8][CH3:9])=[O:7].[CH3:10][O:11][C:12]([C:14]1[S:33][C:17]2[C:18]3[CH:19]=[CH:20][CH:21]=[C:22]([NH:25][CH2:26][CH:27]4[CH2:32][CH2:31][CH2:30][CH2:29][CH2:28]4)[C:23]=3[S:24][C:16]=2[C:15]=1[O:34][CH2:35][C:36]([O:38][CH2:39][CH3:40])=[O:37])=[O:13]. (4) Given the product [Br:30][C:8]1[CH:9]=[C:10]([C:13]2[CH2:14][C:15]([C:22]3[CH:23]=[C:24]([Cl:29])[CH:25]=[C:26]([Cl:28])[CH:27]=3)([C:18]([F:20])([F:19])[F:21])[CH2:16][N:17]=2)[CH:11]=[CH:12][C:7]=1[CH2:6][NH2:31], predict the reactants needed to synthesize it. The reactants are: CS(O[CH2:6][C:7]1[CH:12]=[CH:11][C:10]([C:13]2[CH2:14][C:15]([C:22]3[CH:27]=[C:26]([Cl:28])[CH:25]=[C:24]([Cl:29])[CH:23]=3)([C:18]([F:21])([F:20])[F:19])[CH2:16][N:17]=2)=[CH:9][C:8]=1[Br:30])(=O)=O.[NH3:31].CO.COC(C)(C)C.